This data is from Forward reaction prediction with 1.9M reactions from USPTO patents (1976-2016). The task is: Predict the product of the given reaction. (1) Given the reactants [CH2:1]([O:13][CH2:14][C@H:15]([CH2:17][OH:18])[OH:16])[CH2:2][CH2:3][CH2:4][CH2:5][CH2:6][CH2:7][CH2:8][CH2:9][CH2:10][CH2:11][CH3:12].[C:19]1([C:25]([C:33]2[CH:38]=[CH:37][CH:36]=[CH:35][CH:34]=2)([C:27]2[CH:32]=[CH:31][CH:30]=[CH:29][CH:28]=2)Cl)[CH:24]=[CH:23][CH:22]=[CH:21][CH:20]=1.O1CCCC1.C(#N)C, predict the reaction product. The product is: [CH2:1]([O:13][CH2:14][C@H:15]([CH2:17][O:18][C:25]([C:19]1[CH:24]=[CH:23][CH:22]=[CH:21][CH:20]=1)([C:33]1[CH:34]=[CH:35][CH:36]=[CH:37][CH:38]=1)[C:27]1[CH:28]=[CH:29][CH:30]=[CH:31][CH:32]=1)[OH:16])[CH2:2][CH2:3][CH2:4][CH2:5][CH2:6][CH2:7][CH2:8][CH2:9][CH2:10][CH2:11][CH3:12]. (2) Given the reactants [C:1]([Si:5]([CH3:38])([CH3:37])[O:6][C:7]1[CH:8]=[C:9]([C:13]2[N:14]=[C:15]([N:31]3[CH2:36][CH2:35][O:34][CH2:33][CH2:32]3)[C:16]3[S:21][C:20]([CH2:22][N:23]4[CH2:28][C@H:27]([CH3:29])[NH:26][C@H:25]([CH3:30])[CH2:24]4)=[CH:19][C:17]=3[N:18]=2)[CH:10]=[CH:11][CH:12]=1)([CH3:4])([CH3:3])[CH3:2].C(N(CC)CC)C.[C:46](Cl)(=[O:48])[CH3:47], predict the reaction product. The product is: [C:1]([Si:5]([CH3:38])([CH3:37])[O:6][C:7]1[CH:8]=[C:9]([C:13]2[N:14]=[C:15]([N:31]3[CH2:32][CH2:33][O:34][CH2:35][CH2:36]3)[C:16]3[S:21][C:20]([CH2:22][N:23]4[CH2:24][C@H:25]([CH3:30])[N:26]([C:46](=[O:48])[CH3:47])[C@H:27]([CH3:29])[CH2:28]4)=[CH:19][C:17]=3[N:18]=2)[CH:10]=[CH:11][CH:12]=1)([CH3:4])([CH3:2])[CH3:3].